This data is from Full USPTO retrosynthesis dataset with 1.9M reactions from patents (1976-2016). The task is: Predict the reactants needed to synthesize the given product. (1) The reactants are: [CH3:1][Si:2]([CH3:22])([C:18]([CH3:21])([CH3:20])[CH3:19])[O:3][CH2:4][CH2:5][CH:6]([N+:15]([O-])=O)[CH2:7][C:8]1[N:13]=[CH:12][C:11]([CH3:14])=[CH:10][N:9]=1.NN. Given the product [CH3:22][Si:2]([CH3:1])([C:18]([CH3:20])([CH3:19])[CH3:21])[O:3][CH2:4][CH2:5][CH:6]([NH2:15])[CH2:7][C:8]1[N:13]=[CH:12][C:11]([CH3:14])=[CH:10][N:9]=1, predict the reactants needed to synthesize it. (2) Given the product [C:24]1([S:21]([N:19]([CH3:20])[C:16]2[CH:17]=[CH:18][C:13]([NH:12][C:10](=[O:11])[CH:9]([NH:7][CH3:6])[CH3:38])=[N:14][C:15]=2[C:30]#[C:31][C:32]2[CH:33]=[CH:34][CH:35]=[CH:36][CH:37]=2)(=[O:22])=[O:23])[CH:25]=[CH:26][CH:27]=[CH:28][CH:29]=1, predict the reactants needed to synthesize it. The reactants are: C(O[C:6](=O)[N:7]([CH:9]([CH3:38])[C:10]([NH:12][C:13]1[CH:18]=[CH:17][C:16]([N:19]([S:21]([C:24]2[CH:29]=[CH:28][CH:27]=[CH:26][CH:25]=2)(=[O:23])=[O:22])[CH3:20])=[C:15]([C:30]#[C:31][C:32]2[CH:37]=[CH:36][CH:35]=[CH:34][CH:33]=2)[N:14]=1)=[O:11])C)(C)(C)C.C(Cl)Cl.C(O)(C(F)(F)F)=O. (3) Given the product [CH2:39]([NH:45][C:33](=[O:34])[C:10]1[CH:9]=[CH:14][CH:13]=[C:12]([NH:15][C:16]2[C:25]3[C:20](=[CH:21][CH:22]=[CH:23][CH:24]=3)[N:19]=[CH:18][CH:17]=2)[CH:11]=1)[CH2:40][CH2:41][CH2:42][CH2:43][CH3:44], predict the reactants needed to synthesize it. The reactants are: C(NC(=O)[C:9]1[CH:14]=[CH:13][C:12]([NH:15][C:16]2[C:25]3[C:20](=[CH:21][CH:22]=[CH:23][CH:24]=3)[N:19]=[CH:18][CH:17]=2)=[CH:11][CH:10]=1)CCCCC.[N+](C1C=C(C=CC=1)[C:33](O)=[O:34])([O-])=O.[CH2:39]([NH2:45])[CH2:40][CH2:41][CH2:42][CH2:43][CH3:44].ClC1C2C(=CC=CC=2)N=CC=1. (4) The reactants are: [NH2:1][C:2]1[N:7]=[CH:6][N:5]=[C:4]2[N:8]([CH:18]3[CH2:22][CH2:21][CH2:20][CH2:19]3)[N:9]=[C:10]([C:11]3[CH:16]=[CH:15][C:14]([OH:17])=[CH:13][CH:12]=3)[C:3]=12.C(=O)([O-])[O-].[K+].[K+].Br[C:30]1[CH:34]=[CH:33][S:32][CH:31]=1. Given the product [CH:18]1([N:8]2[C:4]3=[N:5][CH:6]=[N:7][C:2]([NH2:1])=[C:3]3[C:10]([C:11]3[CH:12]=[CH:13][C:14]([O:17][C:30]4[CH:34]=[CH:33][S:32][CH:31]=4)=[CH:15][CH:16]=3)=[N:9]2)[CH2:22][CH2:21][CH2:20][CH2:19]1, predict the reactants needed to synthesize it. (5) Given the product [CH3:12][C:8]1([CH3:13])[C:3]2[C:2](=[N:7][CH:6]=[CH:5][N:4]=2)[N:40]([C@H:38]2[CH2:37][C@@H:36]([NH:35][C:32]3[CH:31]=[CH:30][C:29]([CH3:28])=[CH:34][N:33]=3)[CH2:39]2)[C:9]1=[O:11], predict the reactants needed to synthesize it. The reactants are: Cl[C:2]1[C:3]([C:8]([CH3:13])([CH3:12])[C:9]([OH:11])=O)=[N:4][CH:5]=[CH:6][N:7]=1.S(Cl)(Cl)=O.C(N(CC)CC)C.Cl.Cl.Cl.[CH3:28][C:29]1[CH:30]=[CH:31][C:32]([NH:35][C@H:36]2[CH2:39][C@@H:38]([NH2:40])[CH2:37]2)=[N:33][CH:34]=1.CC(C)([O-])C.[Na+]. (6) Given the product [N:24]1[CH:25]=[CH:26][CH:27]=[CH:28][C:23]=1[CH2:22][NH:21][C:3]([C:5]1[N:6]([CH3:20])[C:7]([C:10]2[S:18][C:17]3[C:12](=[N:13][CH:14]=[CH:15][C:16]=3[Cl:19])[CH:11]=2)=[CH:8][N:9]=1)=[O:4], predict the reactants needed to synthesize it. The reactants are: CO[C:3]([C:5]1[N:6]([CH3:20])[C:7]([C:10]2[S:18][C:17]3[C:12](=[N:13][CH:14]=[CH:15][C:16]=3[Cl:19])[CH:11]=2)=[CH:8][N:9]=1)=[O:4].[NH2:21][CH2:22][C:23]1[CH:28]=[CH:27][CH:26]=[CH:25][N:24]=1. (7) Given the product [CH2:1]([O:8][C:9]1[CH:16]=[CH:15][C:12]([C:13]2[NH:25][C:24]3=[N:23][CH:22]=[C:21]([CH:26]4[CH2:31][CH2:30][N:29]([C:32]([O:34][C:35]([CH3:37])([CH3:36])[CH3:38])=[O:33])[CH2:28][CH2:27]4)[CH:20]=[C:19]3[N:18]=2)=[CH:11][C:10]=1[Br:17])[C:2]1[CH:7]=[CH:6][CH:5]=[CH:4][CH:3]=1, predict the reactants needed to synthesize it. The reactants are: [CH2:1]([O:8][C:9]1[CH:16]=[CH:15][C:12]([CH:13]=O)=[CH:11][C:10]=1[Br:17])[C:2]1[CH:7]=[CH:6][CH:5]=[CH:4][CH:3]=1.[NH2:18][C:19]1[CH:20]=[C:21]([CH:26]2[CH2:31][CH2:30][N:29]([C:32]([O:34][C:35]([CH3:38])([CH3:37])[CH3:36])=[O:33])[CH2:28][CH2:27]2)[CH:22]=[N:23][C:24]=1[NH2:25].C(OI(C1C=CC=CC=1)OC(=O)C)(=O)C.